From a dataset of Peptide-MHC class II binding affinity with 134,281 pairs from IEDB. Regression. Given a peptide amino acid sequence and an MHC pseudo amino acid sequence, predict their binding affinity value. This is MHC class II binding data. The peptide sequence is IQGNVTSIHSLLDEG. The MHC is HLA-DPA10201-DPB10501 with pseudo-sequence HLA-DPA10201-DPB10501. The binding affinity (normalized) is 0.0225.